Predict the product of the given reaction. From a dataset of Forward reaction prediction with 1.9M reactions from USPTO patents (1976-2016). (1) Given the reactants [Br:1][C:2]1[CH:3]=[C:4]([C:8]2([C:15]3[CH:20]=[CH:19][C:18]([O:21][CH3:22])=[CH:17][CH:16]=3)[C:12](=S)S[C:10](=[S:14])[NH:9]2)[CH:5]=[CH:6][CH:7]=1.[NH2:23][CH2:24][CH:25]([CH2:28][NH2:29])[C:26]#[N:27].C(N(CC)CC)C, predict the reaction product. The product is: [Br:1][C:2]1[CH:3]=[C:4]([C:8]2([C:15]3[CH:20]=[CH:19][C:18]([O:21][CH3:22])=[CH:17][CH:16]=3)[C:12]3=[N:27][CH2:26][CH:25]([C:24]#[N:23])[CH2:28][N:29]3[C:10](=[S:14])[NH:9]2)[CH:5]=[CH:6][CH:7]=1. (2) Given the reactants [C:1]1([CH2:7][C:8]([N:10]2[CH2:15][CH2:14][CH:13]([CH2:16][N:17]3[C:25]4[C:20](=[CH:21][C:22]([C:26]5[CH:27]=[N:28][N:29](C6CCCCO6)[CH:30]=5)=[CH:23][CH:24]=4)[CH:19]=[N:18]3)[CH2:12][CH2:11]2)=[O:9])[CH:6]=[CH:5][CH:4]=[CH:3][CH:2]=1.C1(C)C=CC(S(O)(=O)=O)=CC=1.C(OCC)(=O)C, predict the reaction product. The product is: [NH:28]1[CH:27]=[C:26]([C:22]2[CH:21]=[C:20]3[C:25](=[CH:24][CH:23]=2)[N:17]([CH2:16][CH:13]2[CH2:14][CH2:15][N:10]([C:8](=[O:9])[CH2:7][C:1]4[CH:2]=[CH:3][CH:4]=[CH:5][CH:6]=4)[CH2:11][CH2:12]2)[N:18]=[CH:19]3)[CH:30]=[N:29]1. (3) The product is: [CH2:23]([N:25]([CH2:2][CH2:3][CH2:4][O:5][C:6]1[CH:11]=[CH:10][C:9](/[CH:12]=[CH:13]/[C:14]2[O:15][C:16]3[CH:22]=[CH:21][CH:20]=[CH:19][C:17]=3[N:18]=2)=[CH:8][CH:7]=1)[CH2:26][CH3:27])[CH3:24].[CH2:14]([NH:18][CH2:17][CH3:16])[CH3:13]. Given the reactants Cl[CH2:2][CH2:3][CH2:4][O:5][C:6]1[CH:11]=[CH:10][C:9](/[CH:12]=[CH:13]/[C:14]2[O:15][C:16]3[CH:22]=[CH:21][CH:20]=[CH:19][C:17]=3[N:18]=2)=[CH:8][CH:7]=1.[CH2:23]([NH:25][CH2:26][CH3:27])[CH3:24], predict the reaction product. (4) Given the reactants [CH2:1]([C:3]1[C:11]2[C:10](=[O:12])[CH2:9][C:8]([CH3:14])([CH3:13])[CH2:7][C:6]=2[N:5]([C:15]2[CH:22]=[C:21]([NH:23][CH:24]3[CH2:29][CH2:28][O:27][CH2:26][CH2:25]3)[C:18]([C:19]#[N:20])=[C:17]([F:30])[CH:16]=2)[N:4]=1)[CH3:2].CC[OH:33].CS(C)=O, predict the reaction product. The product is: [CH2:1]([C:3]1[C:11]2[C:10](=[O:12])[CH2:9][C:8]([CH3:14])([CH3:13])[CH2:7][C:6]=2[N:5]([C:15]2[CH:22]=[C:21]([NH:23][CH:24]3[CH2:25][CH2:26][O:27][CH2:28][CH2:29]3)[C:18]([C:19]([NH2:20])=[O:33])=[C:17]([F:30])[CH:16]=2)[N:4]=1)[CH3:2].